This data is from Full USPTO retrosynthesis dataset with 1.9M reactions from patents (1976-2016). The task is: Predict the reactants needed to synthesize the given product. (1) Given the product [Cl:8][C:6]1[C:5]([I:17])=[C:4]([CH3:9])[N:3]=[C:2]([NH2:1])[N:7]=1, predict the reactants needed to synthesize it. The reactants are: [NH2:1][C:2]1[N:7]=[C:6]([Cl:8])[CH:5]=[C:4]([CH3:9])[N:3]=1.C1C(=O)N([I:17])C(=O)C1. (2) Given the product [CH2:10]([O:9][C:2](=[O:8])[C:3]([OH:5])=[CH:13][C:12]([C:15]1[C:23]2[C:18](=[CH:19][CH:20]=[C:21]([Cl:24])[CH:22]=2)[NH:17][CH:16]=1)=[O:14])[CH3:11], predict the reactants needed to synthesize it. The reactants are: [Na].[C:2]([O:9][CH2:10][CH3:11])(=[O:8])[C:3]([O:5]CC)=O.[C:12]([C:15]1[C:23]2[C:18](=[CH:19][CH:20]=[C:21]([Cl:24])[CH:22]=2)[NH:17][CH:16]=1)(=[O:14])[CH3:13]. (3) Given the product [CH:41]([C:38]1[CH:37]=[CH:36][C:35]([CH2:34][NH:33][C:32]([C@@H:15]2[N:16]([S:19]([C:22]3[CH:23]=[CH:24][C:25]([C:28]([F:31])([F:30])[F:29])=[CH:26][CH:27]=3)(=[O:21])=[O:20])[CH2:17][CH2:18][N:13]([C:11]3[S:12][C:8]([C:6]([OH:7])=[O:5])=[C:9]([CH3:45])[N:10]=3)[CH2:14]2)=[O:44])=[CH:40][CH:39]=1)([CH3:43])[CH3:42], predict the reactants needed to synthesize it. The reactants are: C([O:5][C:6]([C:8]1[S:12][C:11]([N:13]2[CH2:18][CH2:17][N:16]([S:19]([C:22]3[CH:27]=[CH:26][C:25]([C:28]([F:31])([F:30])[F:29])=[CH:24][CH:23]=3)(=[O:21])=[O:20])[C@@H:15]([C:32](=[O:44])[NH:33][CH2:34][C:35]3[CH:40]=[CH:39][C:38]([CH:41]([CH3:43])[CH3:42])=[CH:37][CH:36]=3)[CH2:14]2)=[N:10][C:9]=1[CH3:45])=[O:7])(C)(C)C. (4) The reactants are: [C:1]([O:5][NH:6][C:7](=[O:31])[CH:8]([NH:16][S:17]([C:20]1[CH:25]=[CH:24][C:23]([O:26][CH2:27][C:28]#[C:29][CH3:30])=[CH:22][CH:21]=1)(=[O:19])=[O:18])[C:9]1[CH:14]=[CH:13][C:12]([OH:15])=[CH:11][CH:10]=1)([CH3:4])([CH3:3])[CH3:2].C([O-])([O-])=O.[K+].[K+].[CH2:38](Br)[C:39]#[CH:40]. Given the product [C:1]([O:5][NH:6][C:7](=[O:31])[CH:8]([NH:16][S:17]([C:20]1[CH:21]=[CH:22][C:23]([O:26][CH2:27][C:28]#[C:29][CH3:30])=[CH:24][CH:25]=1)(=[O:19])=[O:18])[C:9]1[CH:10]=[CH:11][C:12]([O:15][CH2:40][C:39]#[CH:38])=[CH:13][CH:14]=1)([CH3:4])([CH3:3])[CH3:2], predict the reactants needed to synthesize it. (5) Given the product [Br:18][C:3]1[CH:4]=[C:5]2[C:9](=[CH:10][C:2]=1[F:1])[N:8]([C:11]([O:13][C:14]([CH3:17])([CH3:16])[CH3:15])=[O:12])[CH2:7][CH2:6]2, predict the reactants needed to synthesize it. The reactants are: [F:1][C:2]1[CH:10]=[C:9]2[C:5]([CH2:6][CH2:7][N:8]2[C:11]([O:13][C:14]([CH3:17])([CH3:16])[CH3:15])=[O:12])=[CH:4][CH:3]=1.[Br:18]N1C(=O)CCC1=O. (6) Given the product [CH:1]1([C:4]2[N:9]=[C:8]([C:10]([NH:12][C:13]3[C:18]([C:19]([OH:21])=[O:20])=[C:17]([CH3:23])[C:16]([CH3:24])=[CH:15][CH:14]=3)=[O:11])[C:7]([NH:25][C:26]3[CH:27]=[N:28][CH:29]=[N:30][CH:31]=3)=[N:6][CH:5]=2)[CH2:3][CH2:2]1, predict the reactants needed to synthesize it. The reactants are: [CH:1]1([C:4]2[N:9]=[C:8]([C:10]([NH:12][C:13]3[C:18]([C:19]([O:21]C)=[O:20])=[C:17]([CH3:23])[C:16]([CH3:24])=[CH:15][CH:14]=3)=[O:11])[C:7]([NH:25][C:26]3[CH:27]=[N:28][CH:29]=[N:30][CH:31]=3)=[N:6][CH:5]=2)[CH2:3][CH2:2]1.[I-].[Li+]. (7) Given the product [NH2:17][C@@H:9]([CH2:10][CH:11]1[CH2:12][CH2:13][CH2:14][CH2:15][CH2:16]1)[C@@H:8]([OH:25])[CH2:7][C:6]([NH:5][CH2:1][CH2:2][CH2:3][CH3:4])=[O:26], predict the reactants needed to synthesize it. The reactants are: [CH2:1]([NH:5][C:6](=[O:26])[CH2:7][C@H:8]([OH:25])[C@@H:9]([NH:17]C(=O)OC(C)(C)C)[CH2:10][CH:11]1[CH2:16][CH2:15][CH2:14][CH2:13][CH2:12]1)[CH2:2][CH2:3][CH3:4]. (8) Given the product [Br:1][C:2]1[CH:11]=[CH:10][C:34]([C:35]([O:16][CH2:17][CH3:18])=[O:36])=[CH:4][C:3]=1[CH2:12][O:13][CH2:14][CH3:38], predict the reactants needed to synthesize it. The reactants are: [Br:1][C:2]1[CH:11]=[CH:10]C(C(OC)=O)=[CH:4][C:3]=1[CH2:12][O:13][CH3:14].C[O:16][CH2:17][C:18]1C=C(C(O)=O)C=CC=1C1C=CC=CC=1C.[CH3:34][CH2:35][O-:36].[Na+].[CH3:38]CO.